The task is: Binary Classification. Given a T-cell receptor sequence (or CDR3 region) and an epitope sequence, predict whether binding occurs between them.. This data is from TCR-epitope binding with 47,182 pairs between 192 epitopes and 23,139 TCRs. (1) The epitope is FIAGLIAIV. The TCR CDR3 sequence is CASSPGVFINTDTQYF. Result: 1 (the TCR binds to the epitope). (2) The epitope is VTEHDTLLY. The TCR CDR3 sequence is CATSETGGVDEQFF. Result: 0 (the TCR does not bind to the epitope). (3) The epitope is LPAADLDDF. The TCR CDR3 sequence is CASSPGTSGGPFHYNEQFF. Result: 1 (the TCR binds to the epitope). (4) The TCR CDR3 sequence is CASSFSGDTEAFF. Result: 1 (the TCR binds to the epitope). The epitope is IVTDFSVIK. (5) The epitope is MPASWVMRI. The TCR CDR3 sequence is CASSLGLRSEQYF. Result: 1 (the TCR binds to the epitope). (6) The epitope is RPPIFIRRL. The TCR CDR3 sequence is CASSDSQRMNTEAFF. Result: 1 (the TCR binds to the epitope). (7) The epitope is HLVDFQVTI. The TCR CDR3 sequence is CASSTRDGTNTEAFF. Result: 0 (the TCR does not bind to the epitope).